From a dataset of Peptide-MHC class I binding affinity with 185,985 pairs from IEDB/IMGT. Regression. Given a peptide amino acid sequence and an MHC pseudo amino acid sequence, predict their binding affinity value. This is MHC class I binding data. (1) The peptide sequence is KIQNFRVYY. The MHC is HLA-A02:06 with pseudo-sequence HLA-A02:06. The binding affinity (normalized) is 0.0281. (2) The peptide sequence is EPIKDMEIIF. The MHC is HLA-B51:01 with pseudo-sequence HLA-B51:01. The binding affinity (normalized) is 0.121. (3) The binding affinity (normalized) is 0. The MHC is HLA-B18:01 with pseudo-sequence HLA-B18:01. The peptide sequence is ILIYNGWYA. (4) The peptide sequence is HRCQAIRK. The MHC is HLA-B54:01 with pseudo-sequence HLA-B54:01. The binding affinity (normalized) is 0. (5) The peptide sequence is CVNDGGLFY. The MHC is HLA-A11:01 with pseudo-sequence HLA-A11:01. The binding affinity (normalized) is 0.566. (6) The peptide sequence is SYWVRANFK. The MHC is HLA-A68:02 with pseudo-sequence HLA-A68:02. The binding affinity (normalized) is 0.0847.